From a dataset of Experimentally validated miRNA-target interactions with 360,000+ pairs, plus equal number of negative samples. Binary Classification. Given a miRNA mature sequence and a target amino acid sequence, predict their likelihood of interaction. (1) The miRNA is hsa-miR-921 with sequence CUAGUGAGGGACAGAACCAGGAUUC. The protein sequence of the target gene is MERDEPPPSGGGGGGGSAGFLEPPAALPPPPRNGFCQDELAELDPGTISVSDDRAEQRTCLICGDRATGLHYGIISCEGCKGFFKRSICNKRVYRCSRDKNCVMSRKQRNRCQYCRLLKCLQMGMNRKAIREDGMPGGRNKSIGPVQISEEEIERIMSGQEFEEEANHWSNHGDSDHSSPGNRASESNQPSPGSTLSSSRSVELNGFMAFREQYMGMSVPPHYQYIPHLFSYSGHSPLLPQQARSLDPQSYSLIHQLLSAEDLEPLGTPMLIEDGYAVTQAELFALLCRLADELLFRQIA.... Result: 1 (interaction). (2) The miRNA is hsa-miR-3150a-5p with sequence CAACCUCGACGAUCUCCUCAGC. The protein sequence of the target gene is MRPQDSTGVAELQEPGLPLTDDAPPGATEEPAAAEAAGAPDRGRCWLCLSSPCCSRTEPEAKKKAPCPGLGLFYTLLSAFLFSVGSLFVKKVQDVHAVEISAFRCVFQMLVVIPCLIYRKTGFIGPKGQRIFLILRGVLGSTAMMLIYYAYQTMSLADATVITFSSPVFTSIFAWICLKEKYSPWDALFTVFTITGVILIVRPPFLFGSDTSGMEESYSGHLKGTFAAIGSAVFAASTLVILRKMGKSVDYFLSIWYYVVLGLVESVIILSVLGEWSLPYCGLDRLFLIFIGLFGLGGQI.... Result: 1 (interaction). (3) The miRNA is mmu-miR-878-3p with sequence GCAUGACACCACACUGGGUAGA. The protein sequence of the target gene is MDCGPPATLQPHLTGPPGTAHHPVAVCQQESLSFAELPALKPPSPVCLDLFPVAPEELRAPGSRWSLGTPAPLQGLLWPLSPGGSDTEITSGGMRPSRAGSWPHCPGAQPPALEGPWSPRHTQPQRRASHGSEKKSAWRKMRVYQREEVPGCPEAHAVFLEPGQVVQEQALSTEEPRVELSGSTRVSLEGPERRRFSASELMTRLHSSLRLGRNSAARALISGSGTGAAREGKASGMEARSVEMSGDRVSRPAPGDSREGDWSEPRLDTQEEPPLGSRSTNERRQSRFLLNSVLYQEYSD.... Result: 0 (no interaction).